Predict which catalyst facilitates the given reaction. From a dataset of Catalyst prediction with 721,799 reactions and 888 catalyst types from USPTO. (1) Reactant: [CH2:1]([O:3][C:4]([C:6]1[CH:7]=[N:8][N:9]([C:11]2[N:15](COCCOC)[C:14]3[CH:22]=[C:23]([S:30]([CH2:32][CH3:33])=[O:31])[C:24](C(F)(F)F)=[CH:25][C:13]=3[N:12]=2)[CH:10]=1)=[O:5])[CH3:2].[ClH:34]. Product: [CH2:1]([O:3][C:4]([C:6]1[CH:7]=[N:8][N:9]([C:11]2[NH:15][C:14]3[CH:22]=[C:23]([S:30]([CH2:32][CH3:33])=[O:31])[C:24]([Cl:34])=[CH:25][C:13]=3[N:12]=2)[CH:10]=1)=[O:5])[CH3:2]. The catalyst class is: 714. (2) Reactant: [CH3:1][O:2][C:3]([C:5]1[CH:6]=[C:7]([C:30]2[CH:35]=[CH:34][C:33]([F:36])=[CH:32][CH:31]=2)[CH:8]=[CH:9][C:10]=1[O:11][CH2:12][CH2:13][C:14]1[N:15]=[C:16]([S:19][C:20]([CH3:29])([CH3:28])[C:21]([O:23]C(C)(C)C)=[O:22])[S:17][CH:18]=1)=[O:4].FC(F)(F)C(O)=O. The catalyst class is: 4. Product: [F:36][C:33]1[CH:32]=[CH:31][C:30]([C:7]2[CH:8]=[CH:9][C:10]([O:11][CH2:12][CH2:13][C:14]3[N:15]=[C:16]([S:19][C:20]([CH3:29])([CH3:28])[C:21]([OH:23])=[O:22])[S:17][CH:18]=3)=[C:5]([C:3]([O:2][CH3:1])=[O:4])[CH:6]=2)=[CH:35][CH:34]=1.